This data is from Catalyst prediction with 721,799 reactions and 888 catalyst types from USPTO. The task is: Predict which catalyst facilitates the given reaction. (1) Reactant: [C:1]1([O:9][CH3:10])[C:2](=[CH:5][CH:6]=[CH:7][CH:8]=1)[O:3][CH3:4].[N+:11]([O-])([OH:13])=[O:12]. Product: [N+:11]([C:7]1[CH:8]=[C:1]([O:9][CH3:10])[C:2]([O:3][CH3:4])=[CH:5][CH:6]=1)([O-:13])=[O:12]. The catalyst class is: 52. (2) Product: [Cl:8][C:6]1[C:7]([CH3:21])=[C:2]([NH:18][C:17]2[CH:19]=[CH:20][C:14]([C:12]#[N:13])=[CH:15][CH:16]=2)[C:3]2[N:4]([CH:9]=[CH:10][N:11]=2)[N:5]=1. The catalyst class is: 1. Reactant: Br[C:2]1[C:3]2[N:4]([CH:9]=[CH:10][N:11]=2)[N:5]=[C:6]([Cl:8])[CH:7]=1.[C:12]([C:14]1[CH:20]=[CH:19][C:17]([NH2:18])=[CH:16][CH:15]=1)#[N:13].[CH3:21]C([O-])(C)C.[K+].